From a dataset of Reaction yield outcomes from USPTO patents with 853,638 reactions. Predict the reaction yield, written as a fraction of the theoretical maximum amount of product (1.0 means a 100% yield; for example, 0.34 means a 34% yield). The reactants are [CH:1]([S:4][C:5]1[N:13]=[CH:12][CH:11]=[CH:10][C:6]=1[C:7](O)=[O:8])([CH3:3])[CH3:2].[H-].[H-].[H-].[H-].[Li+].[Al+3].S([O-])([O-])(=O)=O.[Na+].[Na+].CCOC(C)=O. The catalyst is C1COCC1. The product is [CH:1]([S:4][C:5]1[C:6]([CH2:7][OH:8])=[CH:10][CH:11]=[CH:12][N:13]=1)([CH3:3])[CH3:2]. The yield is 0.670.